This data is from Full USPTO retrosynthesis dataset with 1.9M reactions from patents (1976-2016). The task is: Predict the reactants needed to synthesize the given product. (1) Given the product [Cl:1][C:2]1[CH:3]=[CH:4][C:5]([CH2:6][NH:7][C:8](=[O:9])[NH:10][N:11]([CH2:13][C:14]([NH:19][C@@H:20]([CH3:44])[C:21]([N:23]([C@@H:35]([CH3:43])[CH:36]([O:40][CH2:41][CH3:42])[O:37][CH2:38][CH3:39])[CH2:24][C:25]2[C:34]3[C:29](=[CH:30][CH:31]=[CH:32][CH:33]=3)[CH:28]=[CH:27][CH:26]=2)=[O:22])=[O:16])[CH3:12])=[CH:17][CH:18]=1, predict the reactants needed to synthesize it. The reactants are: [Cl:1][C:2]1[CH:18]=[CH:17][C:5]([CH2:6][NH:7][C:8]([NH:10][N:11]([CH2:13][C:14]([OH:16])=O)[CH3:12])=[O:9])=[CH:4][CH:3]=1.[NH2:19][C@@H:20]([CH3:44])[C:21]([N:23]([C@@H:35]([CH3:43])[CH:36]([O:40][CH2:41][CH3:42])[O:37][CH2:38][CH3:39])[CH2:24][C:25]1[C:34]2[C:29](=[CH:30][CH:31]=[CH:32][CH:33]=2)[CH:28]=[CH:27][CH:26]=1)=[O:22]. (2) Given the product [CH:16]1([CH:19]([NH:1][CH:2]2[CH2:11][C:10]3[C:9]([C:12]([NH2:14])=[O:13])=[CH:8][CH:7]=[C:6]([F:15])[C:5]=3[O:4][CH2:3]2)[CH3:21])[CH2:18][CH2:17]1, predict the reactants needed to synthesize it. The reactants are: [NH2:1][CH:2]1[CH2:11][C:10]2[C:9]([C:12]([NH2:14])=[O:13])=[CH:8][CH:7]=[C:6]([F:15])[C:5]=2[O:4][CH2:3]1.[CH:16]1([C:19]([CH3:21])=O)[CH2:18][CH2:17]1.C(O)(=O)C.C([BH3-])#N.[Na+]. (3) Given the product [F:21][C:20]1[CH:19]=[C:18]2[C:14]([CH:15]=[N:16][NH:17]2)=[CH:13][C:12]=1[NH:11][C:9]1[N:8]=[CH:7][N:6]=[C:5]2[NH:4][N:3]=[C:2]([C:26]3[CH:27]=[CH:28][C:23]([F:22])=[CH:24][CH:25]=3)[C:10]=12, predict the reactants needed to synthesize it. The reactants are: Br[C:2]1[C:10]2[C:5](=[N:6][CH:7]=[N:8][C:9]=2[NH:11][C:12]2[CH:13]=[C:14]3[C:18](=[CH:19][C:20]=2[F:21])[NH:17][N:16]=[CH:15]3)[NH:4][N:3]=1.[F:22][C:23]1[CH:28]=[CH:27][C:26](B(O)O)=[CH:25][CH:24]=1. (4) Given the product [CH2:16]([N:23]([CH2:14][C:3]1[C:2]([Cl:1])=[N:7][C:6]([N:8]([CH3:13])[CH:9]([CH3:12])[CH2:10][CH3:11])=[CH:5][N:4]=1)[CH2:24][C@@H:25]([OH:29])[CH2:26][O:27][CH3:28])[C:17]1[CH:22]=[CH:21][CH:20]=[CH:19][CH:18]=1, predict the reactants needed to synthesize it. The reactants are: [Cl:1][C:2]1[C:3]([CH:14]=O)=[N:4][CH:5]=[C:6]([N:8]([CH3:13])[CH:9]([CH3:12])[CH2:10][CH3:11])[N:7]=1.[CH2:16]([NH:23][CH2:24][C@@H:25]([OH:29])[CH2:26][O:27][CH3:28])[C:17]1[CH:22]=[CH:21][CH:20]=[CH:19][CH:18]=1.C(O[BH-](OC(=O)C)OC(=O)C)(=O)C.[Na+].C(=O)([O-])O.[Na+].